This data is from Reaction yield outcomes from USPTO patents with 853,638 reactions. The task is: Predict the reaction yield, written as a fraction of the theoretical maximum amount of product (1.0 means a 100% yield; for example, 0.34 means a 34% yield). (1) The reactants are [OH:1][C@H:2]([C:41]1[CH:46]=[CH:45][CH:44]=[CH:43][CH:42]=1)[CH2:3][NH:4][C:5]1[CH:10]=[CH:9][C:8]([CH2:11][CH2:12][NH:13][CH2:14][C@H:15]([O:33][Si](C(C)(C)C)(C)C)[C:16]2[CH:21]=[CH:20][C:19]([O:22][CH2:23][C:24]3[CH:29]=[CH:28][CH:27]=[CH:26][CH:25]=3)=[C:18]([NH:30][CH:31]=[O:32])[CH:17]=2)=[CH:7][CH:6]=1.F.F.F.C(N(CC)CC)C.[OH-].[Na+]. The catalyst is O1CCCC1.C(OC(C)C)(=O)C. The product is [OH:1][C@H:2]([C:41]1[CH:42]=[CH:43][CH:44]=[CH:45][CH:46]=1)[CH2:3][NH:4][C:5]1[CH:6]=[CH:7][C:8]([CH2:11][CH2:12][NH:13][CH2:14][C@H:15]([OH:33])[C:16]2[CH:21]=[CH:20][C:19]([O:22][CH2:23][C:24]3[CH:25]=[CH:26][CH:27]=[CH:28][CH:29]=3)=[C:18]([NH:30][CH:31]=[O:32])[CH:17]=2)=[CH:9][CH:10]=1. The yield is 0.990. (2) The catalyst is O. The product is [CH2:12]([O:11][C:9](=[O:10])[N:4]([CH2:5][CH2:6][Br:7])[CH2:3][CH2:2][Br:1])[CH3:13]. The yield is 0.295. The reactants are [Br:1][CH2:2][CH2:3][NH:4][CH2:5][CH2:6][Br:7].Cl[C:9]([O:11][CH2:12][CH3:13])=[O:10].[OH-].[Na+].Cl. (3) The reactants are [CH3:1][C:2]1([CH3:25])[CH2:24][O:23][C:5]2([C:13]3[C:8](=[CH:9][CH:10]=[C:11]([N+:14]([O-])=O)[CH:12]=3)[N:7]([CH2:17][C:18]([O:20][CH3:21])=[O:19])[C:6]2=[O:22])[O:4][CH2:3]1. The catalyst is CO.CCOC(C)=O.[Pd]. The product is [NH2:14][C:11]1[CH:12]=[C:13]2[C:8](=[CH:9][CH:10]=1)[N:7]([CH2:17][C:18]([O:20][CH3:21])=[O:19])[C:6](=[O:22])[C:5]12[O:23][CH2:24][C:2]([CH3:25])([CH3:1])[CH2:3][O:4]1. The yield is 0.980. (4) The reactants are [F:1][C:2]([F:21])([F:20])[C:3]([N:5]1[CH2:10][CH2:9][C:8]2([CH2:15][CH2:14][C:13]3[CH:16]=[CH:17][CH:18]=[CH:19][C:12]=3[O:11]2)[CH2:7][CH2:6]1)=[O:4].[C:22](Cl)(=[O:25])[CH2:23][CH3:24].[Sn](Cl)(Cl)(Cl)Cl. The catalyst is C(Cl)Cl. The product is [F:21][C:2]([F:1])([F:20])[C:3]([N:5]1[CH2:10][CH2:9][C:8]2([CH2:15][CH2:14][C:13]3[CH:16]=[C:17]([C:22](=[O:25])[CH2:23][CH3:24])[CH:18]=[CH:19][C:12]=3[O:11]2)[CH2:7][CH2:6]1)=[O:4]. The yield is 0.810. (5) The reactants are [OH:1][CH2:2][C:3]1[CH:8]=[CH:7][C:6]([S:9]([NH:12][CH3:13])(=[O:11])=[O:10])=[CH:5][CH:4]=1. The catalyst is ClCCl.[O-2].[O-2].[Mn+4]. The product is [CH:2]([C:3]1[CH:4]=[CH:5][C:6]([S:9]([NH:12][CH3:13])(=[O:11])=[O:10])=[CH:7][CH:8]=1)=[O:1]. The yield is 0.400. (6) The reactants are [CH3:1][N:2]([C:4]([C:6]1[CH:11]=[CH:10][N:9]=[C:8]([S:12][CH3:13])[N:7]=1)=[O:5])[NH2:3].[C:14]([O:18][C:19]([N:21]1[CH2:26][CH2:25][C:24](=O)[CH2:23][CH2:22]1)=[O:20])([CH3:17])([CH3:16])[CH3:15].[BH3-]C#N.[Na+].Cl.C(=O)(O)[O-].[Na+]. The catalyst is C(O)C. The product is [C:14]([O:18][C:19]([N:21]1[CH2:26][CH2:25][CH:24]([NH:3][N:2]([CH3:1])[C:4]([C:6]2[CH:11]=[CH:10][N:9]=[C:8]([S:12][CH3:13])[N:7]=2)=[O:5])[CH2:23][CH2:22]1)=[O:20])([CH3:17])([CH3:15])[CH3:16]. The yield is 0.680. (7) The reactants are [CH:1]1[C:14]2[CH:13]=[C:12](B(O)O)[C:11]3[C:6](=[CH:7][CH:8]=[CH:9][CH:10]=3)[C:5]=2[CH:4]=[CH:3][CH:2]=1.Br[C:19]1[CH:20]=[C:21]([C:26]2[N:31]=[C:30]([C:32]3[CH:37]=[CH:36][CH:35]=[CH:34][CH:33]=3)[N:29]=[C:28]([C:38]3[CH:43]=[CH:42][CH:41]=[CH:40][CH:39]=3)[N:27]=2)[CH:22]=[C:23]([Cl:25])[CH:24]=1.C1(C)C=CC=CC=1.C([O-])([O-])=O.[K+].[K+]. The catalyst is C(Cl)(Cl)Cl.[Pd].C1(P(C2C=CC=CC=2)C2C=CC=CC=2)C=CC=CC=1.C1(P(C2C=CC=CC=2)C2C=CC=CC=2)C=CC=CC=1.C1(P(C2C=CC=CC=2)C2C=CC=CC=2)C=CC=CC=1.C1(P(C2C=CC=CC=2)C2C=CC=CC=2)C=CC=CC=1.C(O)C. The product is [Cl:25][C:23]1[CH:22]=[C:21]([C:26]2[N:27]=[C:28]([C:38]3[CH:43]=[CH:42][CH:41]=[CH:40][CH:39]=3)[N:29]=[C:30]([C:32]3[CH:33]=[CH:34][CH:35]=[CH:36][CH:37]=3)[N:31]=2)[CH:20]=[C:19]([C:12]2[C:11]3[C:6]([C:5]4[CH:4]=[CH:3][CH:2]=[CH:1][C:14]=4[CH:13]=2)=[CH:7][CH:8]=[CH:9][CH:10]=3)[CH:24]=1. The yield is 0.910. (8) The reactants are Br[CH2:2][C:3]1[CH:12]=[CH:11][C:6]([C:7]([O:9][CH3:10])=[O:8])=[CH:5][C:4]=1[Cl:13].[CH3:14][N:15]1[CH2:20][CH2:19][NH:18][CH2:17][CH2:16]1.C(=O)([O-])[O-].[K+].[K+]. The catalyst is CN(C)C=O. The product is [Cl:13][C:4]1[CH:5]=[C:6]([CH:11]=[CH:12][C:3]=1[CH2:2][N:18]1[CH2:19][CH2:20][N:15]([CH3:14])[CH2:16][CH2:17]1)[C:7]([O:9][CH3:10])=[O:8]. The yield is 0.580. (9) The reactants are Cl[C:2]1[N:10]=[CH:9][N:8]=[C:7]2[C:3]=1[N:4]=[CH:5][N:6]2[CH:11]1[CH2:16][CH2:15][CH2:14][CH2:13][O:12]1.ClC1N=CN=C2C=1NC=N2.[OH:27][C:28]1[CH:35]=[CH:34][CH:33]=[CH:32][C:29]=1[CH2:30][NH2:31].C(N(CC)CC)C. The catalyst is C(O)CC. The product is [OH:27][C:28]1[CH:35]=[CH:34][CH:33]=[CH:32][C:29]=1[CH2:30][NH:31][C:2]1[N:10]=[CH:9][N:8]=[C:7]2[C:3]=1[N:4]=[CH:5][N:6]2[CH:11]1[CH2:16][CH2:15][CH2:14][CH2:13][O:12]1. The yield is 0.900.